Dataset: Reaction yield outcomes from USPTO patents with 853,638 reactions. Task: Predict the reaction yield, written as a fraction of the theoretical maximum amount of product (1.0 means a 100% yield; for example, 0.34 means a 34% yield). (1) The reactants are [CH2:1]([O:3][C:4]1[CH:5]=[C:6]([CH:23]=[CH:24][CH:25]=1)[O:7][CH2:8][C:9]1[N:13]([CH2:14][CH:15]([CH3:17])[CH3:16])[C:12]2[CH:18]=[C:19]([OH:22])[CH:20]=[CH:21][C:11]=2[N:10]=1)[CH3:2].C([O-])([O-])=O.[K+].[K+].Br[CH2:33][C:34]([O:36][CH2:37][CH3:38])=[O:35]. The catalyst is CN(C=O)C. The product is [CH2:37]([O:36][C:34](=[O:35])[CH2:33][O:22][C:19]1[CH:20]=[CH:21][C:11]2[N:10]=[C:9]([CH2:8][O:7][C:6]3[CH:23]=[CH:24][CH:25]=[C:4]([O:3][CH2:1][CH3:2])[CH:5]=3)[N:13]([CH2:14][CH:15]([CH3:17])[CH3:16])[C:12]=2[CH:18]=1)[CH3:38]. The yield is 1.00. (2) The reactants are [OH:1][C:2]12[CH2:11][CH:6]3[CH2:7][CH:8]([CH2:10][CH:4]([C:5]3=O)[CH2:3]1)[CH2:9]2.[NH2:13][CH2:14][C:15]([N:17]([CH:24]1[CH2:29][CH2:28][CH2:27][CH2:26][CH2:25]1)[C:18]1[CH:23]=[CH:22][CH:21]=[CH:20][CH:19]=1)=[O:16].C(O[BH-](OC(=O)C)OC(=O)C)(=O)C.[Na+].C(O)(=O)C. The catalyst is CN(C=O)C.ClCCCl. The product is [CH:24]1([N:17]([C:18]2[CH:19]=[CH:20][CH:21]=[CH:22][CH:23]=2)[C:15](=[O:16])[CH2:14][NH:13][CH:5]2[CH:4]3[CH2:10][CH:8]4[CH2:9][C:2]([OH:1])([CH2:11][CH:6]2[CH2:7]4)[CH2:3]3)[CH2:29][CH2:28][CH2:27][CH2:26][CH2:25]1. The yield is 0.600. (3) The reactants are [NH2:1][C:2]1[N:7]=[C:6]([C:8]2[C:16]3[O:15][CH2:14][CH:13]([C:17]4[CH:22]=[CH:21][C:20]([CH:23]([CH3:25])[CH3:24])=[CH:19][CH:18]=4)[C:12]=3[C:11]([CH3:26])=[C:10]([NH:27][C:28](=[O:34])[CH2:29][C:30]([CH3:33])([CH3:32])[CH3:31])[C:9]=2[CH3:35])[CH:5]=[CH:4][CH:3]=1.C(N(CC)CC)C.[C:43](Cl)(=[O:45])[CH3:44]. The catalyst is C1COCC1.C(=O)(O)[O-].[Na+]. The product is [C:43]([NH:1][C:2]1[N:7]=[C:6]([C:8]2[C:16]3[O:15][CH2:14][CH:13]([C:17]4[CH:22]=[CH:21][C:20]([CH:23]([CH3:24])[CH3:25])=[CH:19][CH:18]=4)[C:12]=3[C:11]([CH3:26])=[C:10]([NH:27][C:28](=[O:34])[CH2:29][C:30]([CH3:33])([CH3:32])[CH3:31])[C:9]=2[CH3:35])[CH:5]=[CH:4][CH:3]=1)(=[O:45])[CH3:44]. The yield is 0.500.